From a dataset of Reaction yield outcomes from USPTO patents with 853,638 reactions. Predict the reaction yield, written as a fraction of the theoretical maximum amount of product (1.0 means a 100% yield; for example, 0.34 means a 34% yield). (1) The reactants are [CH2:1]([N:3]1[C:11]2[C:10](=[O:12])[NH:9][C:8]([C:13]3[CH:18]=[C:17]([S:19]([N:22]4[CH2:27][CH2:26][N:25]([CH2:28][CH2:29][OH:30])[CH2:24][CH2:23]4)(=[O:21])=[O:20])[CH:16]=[CH:15][C:14]=3[O:31][CH2:32][CH2:33][CH3:34])=[N:7][C:6]=2[C:5]([CH2:35][CH2:36][CH3:37])=[CH:4]1)[CH3:2].[C:38]1([CH2:44][C:45](O)=[O:46])[CH:43]=[CH:42][CH:41]=[CH:40][CH:39]=1.C(OC(N[C@H](C(O)=O)C(C)C)=O)(C)(C)C. No catalyst specified. The product is [CH2:1]([N:3]1[C:11]2[C:10](=[O:12])[NH:9][C:8]([C:13]3[CH:18]=[C:17]([S:19]([N:22]4[CH2:23][CH2:24][N:25]([CH2:28][CH2:29][O:30][C:45](=[O:46])[CH2:44][C:38]5[CH:43]=[CH:42][CH:41]=[CH:40][CH:39]=5)[CH2:26][CH2:27]4)(=[O:20])=[O:21])[CH:16]=[CH:15][C:14]=3[O:31][CH2:32][CH2:33][CH3:34])=[N:7][C:6]=2[C:5]([CH2:35][CH2:36][CH3:37])=[CH:4]1)[CH3:2]. The yield is 0.960. (2) The yield is 0.270. The product is [NH2:9][CH2:10][C:11]([O:13][C@H:14]1[CH2:15][CH2:16][C@H:17]([NH:20][C:21]2[CH:26]=[C:25]([N:27]3[C:35]4[CH2:34][C:33]([CH3:36])([CH3:37])[CH2:32][C:31](=[O:38])[C:30]=4[C:29]([CH3:39])=[CH:28]3)[CH:24]=[C:23]([F:40])[C:22]=2[C:41](=[O:43])[NH2:42])[CH2:18][CH2:19]1)=[O:12]. The catalyst is O1CCOCC1. The reactants are Cl.C(OC([NH:9][CH2:10][C:11]([O:13][C@H:14]1[CH2:19][CH2:18][C@H:17]([NH:20][C:21]2[CH:26]=[C:25]([N:27]3[C:35]4[CH2:34][C:33]([CH3:37])([CH3:36])[CH2:32][C:31](=[O:38])[C:30]=4[C:29]([CH3:39])=[CH:28]3)[CH:24]=[C:23]([F:40])[C:22]=2[C:41](=[O:43])[NH2:42])[CH2:16][CH2:15]1)=[O:12])=O)(C)(C)C. (3) The reactants are C(O)(C(F)(F)F)=O.[CH3:8][C:9]1[CH:10]=[CH:11][C:12]([NH:25][C:26]2[C:34]3[C:29](=[CH:30][N:31]=[CH:32][CH:33]=3)[O:28][C:27]=2[C:35]2[N:40]=[CH:39][CH:38]=[CH:37][N:36]=2)=[C:13]2[C:17]=1[N:16](C(OC(C)(C)C)=O)[N:15]=[CH:14]2. The catalyst is ClCCl. The product is [CH3:8][C:9]1[CH:10]=[CH:11][C:12]([NH:25][C:26]2[C:34]3[C:29](=[CH:30][N:31]=[CH:32][CH:33]=3)[O:28][C:27]=2[C:35]2[N:40]=[CH:39][CH:38]=[CH:37][N:36]=2)=[C:13]2[C:17]=1[NH:16][N:15]=[CH:14]2. The yield is 0.0600.